Dataset: Full USPTO retrosynthesis dataset with 1.9M reactions from patents (1976-2016). Task: Predict the reactants needed to synthesize the given product. (1) Given the product [O:20]=[C:19]([C:10]1[O:11][C:7]([C:2]2[CH:3]=[CH:4][CH:5]=[CH:6][N:1]=2)=[CH:8][N:9]=1)[CH2:18][CH2:17][CH2:16][C:14]([O:13][CH3:12])=[O:15], predict the reactants needed to synthesize it. The reactants are: [N:1]1[CH:6]=[CH:5][CH:4]=[CH:3][C:2]=1[C:7]1[O:11][CH:10]=[N:9][CH:8]=1.[CH3:12][O:13][C:14]([CH:16](C)[CH2:17][CH2:18][C:19](O)=[O:20])=[O:15]. (2) Given the product [C:1]([C:5]1[C:14]2[CH:13]=[C:12](/[C:15](/[CH2:20][CH3:21])=[C:16](/[F:19])\[CH:17]=[CH:33]\[C:34](\[CH3:41])=[CH:35]\[C:36]([O:38][CH2:39][CH3:40])=[O:37])[C:11]([O:22][CH2:23][CH3:24])=[CH:10][C:9]=2[C:8]([CH3:25])([CH3:26])[CH2:7][CH:6]=1)([CH3:4])([CH3:2])[CH3:3], predict the reactants needed to synthesize it. The reactants are: [C:1]([C:5]1[C:14]2[CH:13]=[C:12](/[C:15](/[CH2:20][CH3:21])=[C:16](/[F:19])\[CH:17]=O)[C:11]([O:22][CH2:23][CH3:24])=[CH:10][C:9]=2[C:8]([CH3:26])([CH3:25])[CH2:7][CH:6]=1)([CH3:4])([CH3:3])[CH3:2].C(P([CH2:33]/[C:34](/[CH3:41])=[CH:35]\[C:36]([O:38][CH2:39][CH3:40])=[O:37])(CC)=O)C. (3) Given the product [Br:33][CH2:25][C:9]1[C:10]([C:21]([O:23][CH3:24])=[O:22])=[N:11][N:12]([C:13]2[CH:18]=[CH:17][C:16]([Cl:19])=[CH:15][C:14]=2[Cl:20])[C:8]=1[C:5]1[CH:4]=[CH:3][C:2]([Cl:1])=[CH:7][CH:6]=1, predict the reactants needed to synthesize it. The reactants are: [Cl:1][C:2]1[CH:7]=[CH:6][C:5]([C:8]2[N:12]([C:13]3[CH:18]=[CH:17][C:16]([Cl:19])=[CH:15][C:14]=3[Cl:20])[N:11]=[C:10]([C:21]([O:23][CH3:24])=[O:22])[C:9]=2[CH3:25])=[CH:4][CH:3]=1.C1C(=O)N([Br:33])C(=O)C1.C(OOC(=O)C1C=CC=CC=1)(=O)C1C=CC=CC=1. (4) The reactants are: C([O:3][C:4]([C:6]1[CH:10]=[C:9]([C:11]2[CH:16]=[CH:15][C:14]([C:17]#[N:18])=[CH:13][CH:12]=2)[O:8][N:7]=1)=[O:5])C.[OH-].[Na+].Cl. Given the product [C:17]([C:14]1[CH:13]=[CH:12][C:11]([C:9]2[O:8][N:7]=[C:6]([C:4]([OH:5])=[O:3])[CH:10]=2)=[CH:16][CH:15]=1)#[N:18], predict the reactants needed to synthesize it. (5) Given the product [CH:36]1([S:39]([N:24]2[CH2:23][CH2:22][N:21]([C:18]3[CH:19]=[CH:20][C:15](/[CH:14]=[CH:13]/[C:12]4[CH:27]=[C:28]([C:30]5[CH:31]=[CH:32][N:33]=[CH:34][CH:35]=5)[CH:29]=[C:10]([F:9])[CH:11]=4)=[CH:16][CH:17]=3)[CH2:26][CH2:25]2)(=[O:41])=[O:40])[CH2:38][CH2:37]1, predict the reactants needed to synthesize it. The reactants are: C(N(CC)CC)C.Cl.[F:9][C:10]1[CH:11]=[C:12]([CH:27]=[C:28]([C:30]2[CH:35]=[CH:34][N:33]=[CH:32][CH:31]=2)[CH:29]=1)/[CH:13]=[CH:14]/[C:15]1[CH:20]=[CH:19][C:18]([N:21]2[CH2:26][CH2:25][NH:24][CH2:23][CH2:22]2)=[CH:17][CH:16]=1.[CH:36]1([S:39](Cl)(=[O:41])=[O:40])[CH2:38][CH2:37]1. (6) Given the product [CH2:23]([O:27][CH2:28][CH2:29][O:30][C:31]1[CH:32]=[CH:33][C:34]([C:2]2[CH:3]=[CH:4][C:5]([N:15]([CH2:19][CH:20]([CH3:22])[CH3:21])[CH2:16][CH2:17][CH3:18])=[C:6](/[CH:8]=[CH:9]/[C:10]([O:12][CH2:13][CH3:14])=[O:11])[CH:7]=2)=[CH:35][CH:36]=1)[CH2:24][CH2:25][CH3:26], predict the reactants needed to synthesize it. The reactants are: Br[C:2]1[CH:3]=[CH:4][C:5]([N:15]([CH2:19][CH:20]([CH3:22])[CH3:21])[CH2:16][CH2:17][CH3:18])=[C:6](/[CH:8]=[CH:9]/[C:10]([O:12][CH2:13][CH3:14])=[O:11])[CH:7]=1.[CH2:23]([O:27][CH2:28][CH2:29][O:30][C:31]1[CH:36]=[CH:35][C:34](OB(O)O)=[CH:33][CH:32]=1)[CH2:24][CH2:25][CH3:26].C(=O)([O-])[O-].[K+].[K+]. (7) Given the product [CH:1]1([CH2:4][N:5]2[C:10](=[O:11])[C:9]([CH2:12][N:37]3[CH2:38][CH2:39][N:34]([CH3:33])[CH2:35][CH2:36]3)=[CH:8][C:7]([C:18]3[CH:19]=[CH:20][C:21]4[O:25][CH2:24][CH2:23][C:22]=4[CH:26]=3)=[N:6]2)[CH2:3][CH2:2]1, predict the reactants needed to synthesize it. The reactants are: [CH:1]1([CH2:4][N:5]2[C:10](=[O:11])[C:9]([CH2:12]OS(C)(=O)=O)=[CH:8][C:7]([C:18]3[CH:19]=[CH:20][C:21]4[O:25][CH2:24][CH2:23][C:22]=4[CH:26]=3)=[N:6]2)[CH2:3][CH2:2]1.C(=O)([O-])[O-].[K+].[K+].[CH3:33][N:34]1[CH2:39][CH2:38][NH:37][CH2:36][CH2:35]1.O. (8) Given the product [Cl:39][C:40]1[C:45]([C:46]([F:48])([F:49])[F:47])=[CH:44][CH:43]=[CH:42][C:41]=1[CH2:50][NH:51][C:14](=[O:16])[C@@H:5]1[CH2:4][CH2:3][C:2](=[O:1])[N:6]1[CH2:7][C:8]1[CH:13]=[CH:12][CH:11]=[CH:10][N:9]=1, predict the reactants needed to synthesize it. The reactants are: [O:1]=[C:2]1[N:6]([CH2:7][C:8]2[CH:13]=[CH:12][CH:11]=[CH:10][N:9]=2)[C@H:5]([C:14]([OH:16])=O)[CH2:4][CH2:3]1.Cl.CN(C)CCCN=C=NCC.ON1C2C=CC=CC=2N=N1.[Cl:39][C:40]1[C:45]([C:46]([F:49])([F:48])[F:47])=[CH:44][CH:43]=[CH:42][C:41]=1[CH2:50][NH2:51]. (9) Given the product [OH:18][CH2:17][C@@H:16]1[O:20][C:3](=[O:2])[N:4]([CH2:5][C:6]2[CH:11]=[CH:10][CH:9]=[C:8]([CH:12]([CH3:13])[CH3:14])[CH:7]=2)[CH2:15]1, predict the reactants needed to synthesize it. The reactants are: C[O:2][C:3](=[O:20])[N:4]([CH2:15][C@@H:16](O)[CH2:17][OH:18])[CH2:5][C:6]1[CH:11]=[CH:10][CH:9]=[C:8]([CH:12]([CH3:14])[CH3:13])[CH:7]=1.[NH4+].[Cl-].O.